Predict which catalyst facilitates the given reaction. From a dataset of Catalyst prediction with 721,799 reactions and 888 catalyst types from USPTO. (1) Reactant: C(OC([NH:8][C:9]1[CH:14]=[CH:13][CH:12]=[CH:11][C:10]=1[NH:15][C:16](=[O:33])[C:17]1[CH:22]=[CH:21][C:20]([C:23]2[C:28]([C:29]#[N:30])=[CH:27][C:26](C=O)=[CH:25][N:24]=2)=[CH:19][CH:18]=1)=O)(C)(C)C.[CH3:34][NH:35][CH2:36][CH:37]1[O:41][CH2:40][CH2:39][CH2:38]1.[C:42](O)(=O)C.C(O[BH-](OC(=O)C)OC(=O)C)(=O)C.[Na+].FC(F)(F)C(O)=O. Product: [NH2:8][C:9]1[CH:14]=[CH:13][CH:12]=[CH:11][C:10]=1[NH:15][C:16](=[O:33])[C:17]1[CH:22]=[CH:21][C:20]([C:23]2[C:28]([C:29]#[N:30])=[CH:27][C:26]([CH2:34][N:35]([CH3:42])[CH2:36][CH:37]3[CH2:38][CH2:39][CH2:40][O:41]3)=[CH:25][N:24]=2)=[CH:19][CH:18]=1. The catalyst class is: 217. (2) Reactant: [ClH:1].Cl.[NH2:3][C@@H:4]1[CH2:6][C@H:5]1[C:7]1[CH:8]=[CH:9][C:10]([F:22])=[C:11]([CH:21]=1)[C:12]([NH:14][C:15]1[CH:16]=[N:17][N:18]([CH3:20])[CH:19]=1)=[O:13].[F:23][C:24]1([F:31])[CH2:29][CH2:28][C:27](=O)[CH2:26][CH2:25]1.C(=O)([O-])O.[Na+]. Product: [ClH:1].[ClH:1].[F:23][C:24]1([F:31])[CH2:29][CH2:28][CH:27]([NH:3][C@@H:4]2[CH2:6][C@H:5]2[C:7]2[CH:8]=[CH:9][C:10]([F:22])=[C:11]([CH:21]=2)[C:12]([NH:14][C:15]2[CH:16]=[N:17][N:18]([CH3:20])[CH:19]=2)=[O:13])[CH2:26][CH2:25]1. The catalyst class is: 130.